From a dataset of Reaction yield outcomes from USPTO patents with 853,638 reactions. Predict the reaction yield, written as a fraction of the theoretical maximum amount of product (1.0 means a 100% yield; for example, 0.34 means a 34% yield). (1) The reactants are [Cl-].O[NH3+:3].[C:4](=[O:7])([O-])[OH:5].[Na+].CS(C)=O.[C:13]([C:16]1[CH:56]=[CH:55][C:19]([O:20][C@@H:21]2[CH2:26][CH2:25][C@H:24]([N:27]3[C:32](=[O:33])[C:31]([CH2:34][C:35]4[CH:40]=[CH:39][C:38]([C:41]5[C:42]([C:47]#[N:48])=[CH:43][CH:44]=[CH:45][CH:46]=5)=[CH:37][CH:36]=4)=[C:30]([CH2:49][CH2:50][CH3:51])[N:29]4[N:52]=[CH:53][N:54]=[C:28]34)[CH2:23][CH2:22]2)=[CH:18][CH:17]=1)(=[O:15])[CH3:14]. The catalyst is O.C(OCC)(=O)C. The product is [C:13]([C:16]1[CH:17]=[CH:18][C:19]([O:20][C@@H:21]2[CH2:26][CH2:25][C@H:24]([N:27]3[C:32](=[O:33])[C:31]([CH2:34][C:35]4[CH:40]=[CH:39][C:38]([C:41]5[CH:46]=[CH:45][CH:44]=[CH:43][C:42]=5[C:47]5[NH:3][C:4](=[O:7])[O:5][N:48]=5)=[CH:37][CH:36]=4)=[C:30]([CH2:49][CH2:50][CH3:51])[N:29]4[N:52]=[CH:53][N:54]=[C:28]34)[CH2:23][CH2:22]2)=[CH:55][CH:56]=1)(=[O:15])[CH3:14]. The yield is 0.170. (2) The reactants are [Cl:1][C:2]1[CH:19]=[CH:18][C:17]([Cl:20])=[CH:16][C:3]=1[CH2:4][N:5]1[CH2:10][CH2:9][NH:8][C:7]2[N:11]=[CH:12][C:13](I)=[CH:14][C:6]1=2.[Cl:21][C:22]1[CH:27]=[CH:26][C:25](B2OC(C)(C)C(C)(C)O2)=[CH:24][N:23]=1. No catalyst specified. The product is [Cl:21][C:22]1[N:23]=[CH:24][C:25]([C:13]2[CH:12]=[N:11][C:7]3[NH:8][CH2:9][CH2:10][N:5]([CH2:4][C:3]4[CH:16]=[C:17]([Cl:20])[CH:18]=[CH:19][C:2]=4[Cl:1])[C:6]=3[CH:14]=2)=[CH:26][CH:27]=1. The yield is 0.540. (3) The reactants are [Cl-].O[NH3+:3].[C:4](=[O:7])([O-])[OH:5].[Na+].CS(C)=O.[C:13]([C:17]1[CH:22]=[CH:21][C:20]([N:23]2[C:28](=[O:29])[C:27]([CH2:30][C:31]3[CH:36]=[CH:35][C:34]([C:37]4[C:38]([C:43]#[N:44])=[CH:39][CH:40]=[CH:41][CH:42]=4)=[CH:33][CH:32]=3)=[C:26]([CH2:45][CH2:46][CH3:47])[N:25]=[C:24]2[CH3:48])=[CH:19][CH:18]=1)([CH3:16])([CH3:15])[CH3:14]. The catalyst is O.C(OCC)(=O)C. The product is [C:13]([C:17]1[CH:18]=[CH:19][C:20]([N:23]2[C:28](=[O:29])[C:27]([CH2:30][C:31]3[CH:32]=[CH:33][C:34]([C:37]4[CH:42]=[CH:41][CH:40]=[CH:39][C:38]=4[C:43]4[NH:3][C:4](=[O:7])[O:5][N:44]=4)=[CH:35][CH:36]=3)=[C:26]([CH2:45][CH2:46][CH3:47])[N:25]=[C:24]2[CH3:48])=[CH:21][CH:22]=1)([CH3:16])([CH3:15])[CH3:14]. The yield is 0.720. (4) The reactants are Cl[C:2]1[N:9]=[CH:8][CH:7]=[CH:6][C:3]=1[C:4]#[N:5].[CH3:10][CH:11]([OH:13])[CH3:12].[OH-].[K+].C1OCCOCCOCCOCCOCCOC1. The catalyst is C1(C)C=CC=CC=1. The product is [CH:11]([O:13][C:2]1[N:9]=[CH:8][CH:7]=[CH:6][C:3]=1[C:4]#[N:5])([CH3:12])[CH3:10]. The yield is 0.940. (5) The reactants are [N:1]1[CH:6]=[CH:5][C:4]([C:7]2[N:11]([C:12]3[CH:17]=[CH:16][C:15]([OH:18])=[CH:14][CH:13]=3)[CH:10]=[N:9][CH:8]=2)=[CH:3][CH:2]=1.Cl.Cl[CH2:21][C:22]1[CH:31]=[CH:30][C:29]2[C:24](=[CH:25][CH:26]=[CH:27][CH:28]=2)[N:23]=1.C(=O)([O-])[O-].[Cs+].[Cs+]. The catalyst is CS(C)=O.C(OCC)(=O)C.C(O)CCC. The product is [N:1]1[CH:6]=[CH:5][C:4]([C:7]2[N:11]([C:12]3[CH:17]=[CH:16][C:15]([O:18][CH2:21][C:22]4[CH:31]=[CH:30][C:29]5[C:24](=[CH:25][CH:26]=[CH:27][CH:28]=5)[N:23]=4)=[CH:14][CH:13]=3)[CH:10]=[N:9][CH:8]=2)=[CH:3][CH:2]=1. The yield is 0.990.